Dataset: Reaction yield outcomes from USPTO patents with 853,638 reactions. Task: Predict the reaction yield, written as a fraction of the theoretical maximum amount of product (1.0 means a 100% yield; for example, 0.34 means a 34% yield). (1) The reactants are [NH:1]1[CH:5]=[CH:4][CH:3]=[N:2]1.[H-].[Na+].[Cl:8][C:9]1[CH:17]=[CH:16][C:15](F)=[CH:14][C:10]=1[C:11]([NH2:13])=[O:12]. The catalyst is CN(C=O)C. The product is [Cl:8][C:9]1[CH:17]=[CH:16][C:15]([N:1]2[CH:5]=[CH:4][CH:3]=[N:2]2)=[CH:14][C:10]=1[C:11]([NH2:13])=[O:12]. The yield is 0.170. (2) The reactants are [F:1][C:2]([F:37])([F:36])[C:3]1[CH:4]=[C:5]([C:13]2([C:22]3[CH:27]=[C:26]([C:28]([F:31])([F:30])[F:29])[CH:25]=[C:24]([C:32]([F:35])([F:34])[F:33])[CH:23]=3)[O:17]C(=O)[N:15]3[CH2:19][CH2:20][CH2:21][C@H:14]23)[CH:6]=[C:7]([C:9]([F:12])([F:11])[F:10])[CH:8]=1.CO.[OH-].[K+]. The product is [F:11][C:9]([F:10])([F:12])[C:7]1[CH:6]=[C:5]([C:13]([C:22]2[CH:27]=[C:26]([C:28]([F:29])([F:30])[F:31])[CH:25]=[C:24]([C:32]([F:35])([F:34])[F:33])[CH:23]=2)([C@H:14]2[CH2:21][CH2:20][CH2:19][NH:15]2)[OH:17])[CH:4]=[C:3]([C:2]([F:37])([F:36])[F:1])[CH:8]=1. The yield is 0.790. No catalyst specified. (3) The reactants are [N+:1]([C:4]1[CH:5]=[CH:6][CH:7]=[C:8]2[C:12]=1[NH:11][C:10]([C:13]([O:15][CH2:16][CH3:17])=[O:14])=[CH:9]2)([O-])=O.NC1C=CC=C2C=1NC(C(OCC)=O)=C2.[F:33][C:34]([F:45])([F:44])[C:35](=O)[CH2:36][C:37](=O)[C:38]([F:41])([F:40])[F:39]. The catalyst is CO.C(OCC)(=O)C.C(O)(=O)C.[Pd]. The product is [F:33][C:34]([F:44])([F:45])[C:35]1[C:5]2[CH:6]=[CH:7][C:8]3[CH:9]=[C:10]([C:13]([O:15][CH2:16][CH3:17])=[O:14])[NH:11][C:12]=3[C:4]=2[N:1]=[C:37]([C:38]([F:39])([F:40])[F:41])[CH:36]=1. The yield is 0.588. (4) The reactants are [CH2:1]([O:3][C:4]([C@@H:6]1[N:10]([CH3:11])[C:9](=[O:12])[CH2:8][C@@H:7]1[C:13]1[CH:18]=[CH:17][C:16]([N+:19]([O-])=O)=[CH:15][CH:14]=1)=[O:5])[CH3:2]. The catalyst is CCOC(C)=O.[Pd]. The product is [CH2:1]([O:3][C:4]([C@@H:6]1[N:10]([CH3:11])[C:9](=[O:12])[CH2:8][C@@H:7]1[C:13]1[CH:14]=[CH:15][C:16]([NH2:19])=[CH:17][CH:18]=1)=[O:5])[CH3:2]. The yield is 0.920. (5) The reactants are Cl[CH2:2][C:3]1[CH:8]=[CH:7][C:6]([O:9][C:10]2[CH:15]=[CH:14][CH:13]=[C:12]([C:16]([F:19])([F:18])[F:17])[CH:11]=2)=[C:5]([C:20]([F:23])([F:22])[F:21])[CH:4]=1.[CH3:24][O:25][C:26]1[N:31]=[CH:30][C:29]([CH2:32][C:33]2[C:34](=[O:40])[NH:35][C:36](=[S:39])[NH:37][CH:38]=2)=[CH:28][N:27]=1.CCN(C(C)C)C(C)C. The catalyst is ClCCCl. The product is [CH3:24][O:25][C:26]1[N:27]=[CH:28][C:29]([CH2:32][C:33]2[C:34](=[O:40])[N:35]=[C:36]([S:39][CH2:2][C:3]3[CH:8]=[CH:7][C:6]([O:9][C:10]4[CH:15]=[CH:14][CH:13]=[C:12]([C:16]([F:19])([F:18])[F:17])[CH:11]=4)=[C:5]([C:20]([F:23])([F:22])[F:21])[CH:4]=3)[NH:37][CH:38]=2)=[CH:30][N:31]=1. The yield is 0.0440. (6) The product is [F:23][C:18]1[CH:19]=[CH:20][CH:21]=[CH:22][C:17]=1[C:12]1[C:11]([C:9]2[CH:8]=[CH:7][C:5]3[N:6]=[C:2]([NH:27][CH2:24][CH2:25][CH3:26])[S:3][C:4]=3[CH:10]=2)=[CH:15][N:14]([CH3:16])[N:13]=1. The catalyst is O1CCOCC1.C(Cl)Cl. The reactants are Br[C:2]1[S:3][C:4]2[CH:10]=[C:9]([C:11]3[C:12]([C:17]4[CH:22]=[CH:21][CH:20]=[CH:19][C:18]=4[F:23])=[N:13][N:14]([CH3:16])[CH:15]=3)[CH:8]=[CH:7][C:5]=2[N:6]=1.[CH2:24]([NH2:27])[CH2:25][CH3:26]. The yield is 0.970.